This data is from Reaction yield outcomes from USPTO patents with 853,638 reactions. The task is: Predict the reaction yield, written as a fraction of the theoretical maximum amount of product (1.0 means a 100% yield; for example, 0.34 means a 34% yield). (1) The product is [Cl:1][C:2]1[CH:3]=[C:4]2[C:8](=[CH:9][CH:10]=1)[N:7]([CH2:12][C:13]1[CH:18]=[CH:17][CH:16]=[CH:15][CH:14]=1)[C:6]([CH3:11])=[CH:5]2. The reactants are [Cl:1][C:2]1[CH:3]=[C:4]2[C:8](=[CH:9][CH:10]=1)[NH:7][C:6]([CH3:11])=[CH:5]2.[CH2:12](Br)[C:13]1[CH:18]=[CH:17][CH:16]=[CH:15][CH:14]=1.[OH-].[K+]. The catalyst is C1OCCOCCOCCOCCOCCOC1. The yield is 0.420. (2) The reactants are [Br:1][CH2:2][CH2:3]Br.[Cl:5][C:6]1[CH:25]=[CH:24][C:9]([NH:10][C:11]2[C:20]3[C:15](=[CH:16][C:17]([OH:23])=[C:18]([O:21][CH3:22])[CH:19]=3)[N:14]=[CH:13][N:12]=2)=[C:8]([F:26])[CH:7]=1.C(=O)([O-])[O-].[K+].[K+]. The catalyst is CN(C=O)C. The product is [Br:1][CH2:2][CH2:3][O:23][C:17]1[CH:16]=[C:15]2[C:20]([C:11]([NH:10][C:9]3[CH:24]=[CH:25][C:6]([Cl:5])=[CH:7][C:8]=3[F:26])=[N:12][CH:13]=[N:14]2)=[CH:19][C:18]=1[O:21][CH3:22]. The yield is 0.470. (3) The reactants are [CH2:1]([C@H:8]1[CH2:12][O:11][C:10](=[O:13])[NH:9]1)[C:2]1[CH:7]=[CH:6][CH:5]=[CH:4][CH:3]=1.[Li]CCCC.[C:19](Cl)(=[O:23])/[CH:20]=[CH:21]/[CH3:22]. The catalyst is C1COCC1.CCOCC. The product is [C:19]([N:9]1[C@@H:8]([CH2:1][C:2]2[CH:3]=[CH:4][CH:5]=[CH:6][CH:7]=2)[CH2:12][O:11][C:10]1=[O:13])(=[O:23])/[CH:20]=[CH:21]/[CH3:22]. The yield is 0.870. (4) The catalyst is C(O)C. The yield is 0.570. The reactants are [OH:1][C:2]1[CH:3]=[CH:4][C:5]([N+:10]([O-:12])=[O:11])=[C:6]([CH:9]=1)[CH:7]=O.[NH2:13][CH:14]1[CH2:19][CH2:18][N:17]([CH2:20][C:21]2[CH:26]=[CH:25][CH:24]=[CH:23][CH:22]=2)[CH2:16][CH2:15]1.[BH4-].[Na+].[Cl-].[NH4+]. The product is [CH2:20]([N:17]1[CH2:18][CH2:19][CH:14]([NH:13][CH2:7][C:6]2[CH:9]=[C:2]([OH:1])[CH:3]=[CH:4][C:5]=2[N+:10]([O-:12])=[O:11])[CH2:15][CH2:16]1)[C:21]1[CH:22]=[CH:23][CH:24]=[CH:25][CH:26]=1. (5) The reactants are [NH2:1][C:2]1[CH:3]=[C:4]([C:8]2[N:16]([CH2:17][C:18]3[C:23]([F:24])=[CH:22][CH:21]=[CH:20][C:19]=3[Cl:25])[C:15]3[C:14](=[O:26])[N:13]([CH3:27])[C:12](=[O:28])[N:11]([CH3:29])[C:10]=3[N:9]=2)[CH:5]=[CH:6][CH:7]=1.[F:30][C:31]([F:42])([F:41])[C:32](O[C:32](=[O:33])[C:31]([F:42])([F:41])[F:30])=[O:33]. The catalyst is C(Cl)Cl. The product is [Cl:25][C:19]1[CH:20]=[CH:21][CH:22]=[C:23]([F:24])[C:18]=1[CH2:17][N:16]1[C:15]2[C:14](=[O:26])[N:13]([CH3:27])[C:12](=[O:28])[N:11]([CH3:29])[C:10]=2[N:9]=[C:8]1[C:4]1[CH:3]=[C:2]([NH:1][C:32](=[O:33])[C:31]([F:42])([F:41])[F:30])[CH:7]=[CH:6][CH:5]=1. The yield is 0.720. (6) The yield is 0.390. The product is [Cl:14][C:15]1[S:16][C:17]([Cl:24])=[CH:18][C:19]=1[S:20]([NH:1][C:2]1[C:7]([OH:8])=[CH:6][C:5]([Cl:10])=[CH:4][N:3]=1)(=[O:22])=[O:21]. The reactants are [NH2:1][C:2]1[C:7]([O:8]C)=[CH:6][C:5]([Cl:10])=[CH:4][N:3]=1.C(Cl)Cl.[Cl:14][C:15]1[S:16][C:17]([Cl:24])=[CH:18][C:19]=1[S:20](Cl)(=[O:22])=[O:21].B(Br)(Br)Br. No catalyst specified. (7) The reactants are [C:1]([C:3]1[CH:8]=[CH:7][C:6]([C:9]2[CH:10]=[N:11][N:12]([C:15]3[CH:23]=[CH:22][C:18]([C:19](O)=[O:20])=[CH:17][N:16]=3)[C:13]=2[OH:14])=[CH:5][CH:4]=1)#[N:2].CCN=C=NCCCN(C)C.C1[CH:40]=[C:39]2[N:41]=NN(O)[C:38]2=CC=1.O.CCN(C(C)C)C(C)C.CC(N)C.Cl. The catalyst is CN(C=O)C.O. The product is [C:1]([C:3]1[CH:4]=[CH:5][C:6]([C:9]2[CH:10]=[N:11][N:12]([C:15]3[CH:23]=[CH:22][C:18]([C:19]([NH:41][CH:39]([CH3:40])[CH3:38])=[O:20])=[CH:17][N:16]=3)[C:13]=2[OH:14])=[CH:7][CH:8]=1)#[N:2]. The yield is 0.547. (8) The yield is 0.530. The catalyst is C1COCC1.C1(C)C=CC=CC=1.O. The product is [CH:10]1[C:11]2[C:16](=[CH:15][CH:14]=[CH:13][CH:12]=2)[CH:17]=[CH:18][C:9]=1[PH:19](=[O:26])[C:6]1[CH:5]=[CH:15][C:16]2[C:11](=[CH:10][CH:9]=[CH:18][CH:17]=2)[CH:12]=1. The reactants are [Mg].II.Br[CH2:5][CH2:6]Br.Br[C:9]1[CH:18]=[CH:17][C:16]2[C:11](=[CH:12][CH:13]=[CH:14][CH:15]=2)[CH:10]=1.[P:19]([O-:26])(OCC)OCC.Cl. (9) The reactants are [Mg].Br[C:3]1[CH:8]=[CH:7][C:6]([O:9][CH3:10])=[CH:5][CH:4]=1.[CH2:11]([N:18]1[C:23]([C:28]2[CH:33]=CC(OCCCC(F)(F)F)=[CH:30][CH:29]=2)([C:24]([F:27])([F:26])[F:25])[C:20]2([CH2:22][CH2:21]2)[C:19]1=[O:42])[C:12]1[CH:17]=[CH:16][CH:15]=[CH:14][CH:13]=1.CO.O.[C:46](O)([C:48]([F:51])([F:50])[F:49])=O.C([O-])(O)=O.[Na+].[CH2:58]1[CH2:62][O:61][CH2:60][CH2:59]1. The catalyst is BrCCBr. The product is [CH2:11]([NH:18][C:23]([C:20]1([C:19]([C:3]2[CH:8]=[CH:7][C:6]([O:9][CH3:10])=[CH:5][CH:4]=2)=[O:42])[CH2:22][CH2:21]1)([C:28]1[CH:33]=[CH:58][C:62]([O:61][CH2:60][CH2:59][CH2:46][C:48]([F:51])([F:50])[F:49])=[CH:30][CH:29]=1)[C:24]([F:25])([F:26])[F:27])[C:12]1[CH:13]=[CH:14][CH:15]=[CH:16][CH:17]=1. The yield is 0.0250. (10) The reactants are C(Cl)(=O)C(Cl)=O.CS(C)=O.[Cl:11][C:12]1[C:20]2[C:15](=[CH:16][N:17]=[C:18]([CH2:21][OH:22])[CH:19]=2)[O:14][CH:13]=1.CCN(CC)CC. The catalyst is C1COCC1.C(Cl)Cl. The product is [Cl:11][C:12]1[C:20]2[C:15](=[CH:16][N:17]=[C:18]([CH:21]=[O:22])[CH:19]=2)[O:14][CH:13]=1. The yield is 0.770.